From a dataset of Peptide-MHC class I binding affinity with 185,985 pairs from IEDB/IMGT. Regression. Given a peptide amino acid sequence and an MHC pseudo amino acid sequence, predict their binding affinity value. This is MHC class I binding data. The peptide sequence is FLILPQAKK. The MHC is HLA-A23:01 with pseudo-sequence HLA-A23:01. The binding affinity (normalized) is 0.0847.